Predict the product of the given reaction. From a dataset of Forward reaction prediction with 1.9M reactions from USPTO patents (1976-2016). (1) The product is: [Br:20][C:5]1[C:6]([NH:9][C@@H:10]2[C@@H:15]3[CH2:16][C@@H:12]([CH:13]=[CH:14]3)[C@@H:11]2[C:17]([NH2:19])=[O:18])=[C:7]2[N:8]=[C:24]([C:23]3[CH:26]=[CH:27][C:28]([N:30]4[CH2:35][CH2:34][O:33][CH2:32][CH2:31]4)=[CH:29][C:22]=3[CH3:21])[NH:1][C:2]2=[N:3][CH:4]=1. Given the reactants [NH2:1][C:2]1[C:7]([NH2:8])=[C:6]([NH:9][C@@H:10]2[C@@H:15]3[CH2:16][C@@H:12]([CH:13]=[CH:14]3)[C@@H:11]2[C:17]([NH2:19])=[O:18])[C:5]([Br:20])=[CH:4][N:3]=1.[CH3:21][C:22]1[CH:29]=[C:28]([N:30]2[CH2:35][CH2:34][O:33][CH2:32][CH2:31]2)[CH:27]=[CH:26][C:23]=1[CH:24]=O.C([O-])(=O)C.[NH4+], predict the reaction product. (2) Given the reactants [NH2:1][C:2]1[N:3]=[N:4][C:5]([Cl:8])=[CH:6][CH:7]=1.Cl[CH:10]([C:16]([CH3:18])=O)[C:11]([O:13][CH2:14][CH3:15])=[O:12], predict the reaction product. The product is: [CH2:14]([O:13][C:11]([C:10]1[N:3]2[N:4]=[C:5]([Cl:8])[CH:6]=[CH:7][C:2]2=[N:1][C:16]=1[CH3:18])=[O:12])[CH3:15]. (3) Given the reactants OC1C=CN2C(C(NC)=O)=C(C)N=C2C=1.[CH3:16][O:17][C:18]1[CH:23]=[CH:22][N:21]=[C:20]([NH2:24])[CH:19]=1.Cl[CH:26]([C:32](=O)[CH3:33])[C:27]([O:29][CH2:30][CH3:31])=[O:28], predict the reaction product. The product is: [CH3:16][O:17][C:18]1[CH:23]=[CH:22][N:21]2[C:26]([C:27]([O:29][CH2:30][CH3:31])=[O:28])=[C:32]([CH3:33])[N:24]=[C:20]2[CH:19]=1. (4) Given the reactants [Br:1][C:2]1[C:3]([NH:13][C:14](=[O:16])[CH3:15])=[C:4]([CH2:10][CH2:11][CH3:12])[C:5]([CH2:8]O)=[N:6][CH:7]=1.C(Br)(Br)(Br)Br.C1C=CC(P(C2C=CC=CC=2)C2C=CC=CC=2)=CC=1.[F:41][C:42]1[C:43]([C:48]2[NH:49][CH:50]=[CH:51][N:52]=2)=[N:44][CH:45]=[CH:46][CH:47]=1.C(=O)([O-])[O-].[Na+].[Na+], predict the reaction product. The product is: [Br:1][C:2]1[C:3]([NH:13][C:14](=[O:16])[CH3:15])=[C:4]([CH2:10][CH2:11][CH3:12])[C:5]([CH2:8][N:49]2[CH:50]=[CH:51][N:52]=[C:48]2[C:43]2[C:42]([F:41])=[CH:47][CH:46]=[CH:45][N:44]=2)=[N:6][CH:7]=1. (5) Given the reactants [C:1]12([CH2:11][O:12][C:13]3[CH:20]=[CH:19][C:16]([C:17]#[N:18])=[CH:15][C:14]=3Br)[CH2:10][CH:5]3[CH2:6][CH:7]([CH2:9][CH:3]([CH2:4]3)[CH2:2]1)[CH2:8]2.C(=O)([O-])[O-].[K+].[K+].[CH3:28][O:29][C:30]1[C:35](B(O)O)=[CH:34][CH:33]=[CH:32][N:31]=1, predict the reaction product. The product is: [C:1]12([CH2:11][O:12][C:13]3[CH:20]=[CH:19][C:16]([C:17]#[N:18])=[CH:15][C:14]=3[C:35]3[C:30]([O:29][CH3:28])=[N:31][CH:32]=[CH:33][CH:34]=3)[CH2:10][CH:5]3[CH2:6][CH:7]([CH2:9][CH:3]([CH2:4]3)[CH2:2]1)[CH2:8]2.